The task is: Predict which catalyst facilitates the given reaction.. This data is from Catalyst prediction with 721,799 reactions and 888 catalyst types from USPTO. (1) Reactant: [CH3:1][O:2][C:3]1[CH:8]=[CH:7][C:6]([O:9][CH3:10])=[CH:5][C:4]=1[C:11](=[O:19])[CH2:12][CH2:13][CH2:14][CH2:15][C:16]([OH:18])=[O:17].[CH3:20]O. Product: [CH3:20][O:17][C:16](=[O:18])[CH2:15][CH2:14][CH2:13][CH2:12][C:11]([C:4]1[CH:5]=[C:6]([O:9][CH3:10])[CH:7]=[CH:8][C:3]=1[O:2][CH3:1])=[O:19]. The catalyst class is: 65. (2) Reactant: Cl.C([N:9]1[CH2:14][CH2:13][CH:12]([C:15]([O:17][CH2:18][CH3:19])=[O:16])[C:11](=[O:20])[CH2:10]1)C1C=CC=CC=1.C(N(CC)CC)C.[C:36](O[C:36]([O:38][C:39]([CH3:42])([CH3:41])[CH3:40])=[O:37])([O:38][C:39]([CH3:42])([CH3:41])[CH3:40])=[O:37]. Product: [O:20]=[C:11]1[CH:12]([C:15]([O:17][CH2:18][CH3:19])=[O:16])[CH2:13][CH2:14][N:9]([C:36]([O:38][C:39]([CH3:40])([CH3:41])[CH3:42])=[O:37])[CH2:10]1. The catalyst class is: 29. (3) Reactant: [CH3:1][O:2][C:3]1[CH:4]=[C:5]([CH:22]=[C:23]([O:25][CH3:26])[CH:24]=1)[C:6]1[O:7][C:8]2[C:13]([C:14](=[O:16])[CH:15]=1)=[CH:12][CH:11]=[C:10]([O:17][CH2:18][CH:19]1[O:21][CH2:20]1)[CH:9]=2.[CH:27]([NH2:30])([CH3:29])[CH3:28]. Product: [CH3:1][O:2][C:3]1[CH:4]=[C:5]([CH:22]=[C:23]([O:25][CH3:26])[CH:24]=1)[C:6]1[O:7][C:8]2[C:13]([C:14](=[O:16])[CH:15]=1)=[CH:12][CH:11]=[C:10]([O:17][CH2:18][CH:19]([OH:21])[CH2:20][NH:30][CH:27]([CH3:29])[CH3:28])[CH:9]=2. The catalyst class is: 5. (4) Reactant: [C:1]([O:5][C:6]([N:8]1[CH2:13][CH2:12][N:11]([C:14]2[C:19]([Cl:20])=[CH:18][CH:17]=[CH:16][C:15]=2[NH2:21])[CH2:10][CH2:9]1)=[O:7])([CH3:4])([CH3:3])[CH3:2].[CH3:22][S:23](Cl)(=[O:25])=[O:24].C(N(CC)CC)C.C([O-])(O)=O.[Na+]. Product: [C:1]([O:5][C:6]([N:8]1[CH2:13][CH2:12][N:11]([C:14]2[C:15]([NH:21][S:23]([CH3:22])(=[O:25])=[O:24])=[CH:16][CH:17]=[CH:18][C:19]=2[Cl:20])[CH2:10][CH2:9]1)=[O:7])([CH3:4])([CH3:2])[CH3:3]. The catalyst class is: 91. (5) Product: [N:18]1([C:24]([O:1][CH:2]2[CH2:3][CH2:4][N:5]([C:8]([O:10][CH2:11][C:12]3[CH:17]=[CH:16][CH:15]=[CH:14][CH:13]=3)=[O:9])[CH2:6][CH2:7]2)=[O:25])[CH2:23][CH2:22][O:21][CH2:20][CH2:19]1. The catalyst class is: 17. Reactant: [OH:1][CH:2]1[CH2:7][CH2:6][N:5]([C:8]([O:10][CH2:11][C:12]2[CH:17]=[CH:16][CH:15]=[CH:14][CH:13]=2)=[O:9])[CH2:4][CH2:3]1.[N:18]1([C:24](Cl)=[O:25])[CH2:23][CH2:22][O:21][CH2:20][CH2:19]1.